From a dataset of Catalyst prediction with 721,799 reactions and 888 catalyst types from USPTO. Predict which catalyst facilitates the given reaction. (1) Reactant: C(NC(=O)O)(C)(C)C.C(NC(=O)O)(C)(C)C.[NH2:17][CH2:18][C:19]1[CH:20]=[CH:21][C:22]2[O:26][N:25]=[C:24]([NH2:27])[C:23]=2[CH:28]=1.[ClH:29]. Product: [ClH:29].[ClH:29].[NH2:17][CH2:18][C:19]1[CH:20]=[CH:21][C:22]2[O:26][N:25]=[C:24]([NH2:27])[C:23]=2[CH:28]=1. The catalyst class is: 191. (2) Reactant: [CH3:1][N:2]1[CH2:7][CH2:6][N:5]([CH2:8][C:9]2[CH:37]=[CH:36][C:12]([C:13]([NH:15][C:16]3[CH:17]=[N:18][C:19]([CH3:35])=[C:20]([NH:22][C:23]4[N:28]=[C:27]([C:29]5[CH:30]=[N:31][CH:32]=[CH:33][CH:34]=5)[CH:26]=[CH:25][N:24]=4)[CH:21]=3)=[O:14])=[CH:11][CH:10]=2)[CH2:4][CH2:3]1.[CH3:38][S:39]([OH:42])(=[O:41])=[O:40]. Product: [CH3:38][S:39]([OH:42])(=[O:41])=[O:40].[CH3:1][N:2]1[CH2:7][CH2:6][N:5]([CH2:8][C:9]2[CH:10]=[CH:11][C:12]([C:13]([NH:15][C:16]3[CH:17]=[N:18][C:19]([CH3:35])=[C:20]([NH:22][C:23]4[N:28]=[C:27]([C:29]5[CH:30]=[N:31][CH:32]=[CH:33][CH:34]=5)[CH:26]=[CH:25][N:24]=4)[CH:21]=3)=[O:14])=[CH:36][CH:37]=2)[CH2:4][CH2:3]1. The catalyst class is: 5. (3) Reactant: [C:1]1([N:11]2[CH2:16][CH2:15][NH:14][CH2:13][C:12]2=[O:17])[C:10]2[C:5](=[CH:6][CH:7]=[CH:8][CH:9]=2)[CH:4]=[CH:3][CH:2]=1.CCN(C(C)C)C(C)C.[Cl:27][C:28]1[C:36]([Cl:37])=[CH:35][CH:34]=[CH:33][C:29]=1[C:30](Cl)=[O:31].C(O)(=O)CC(CC(O)=O)(C(O)=O)O. Product: [Cl:27][C:28]1[C:36]([Cl:37])=[CH:35][CH:34]=[CH:33][C:29]=1[C:30]([N:14]1[CH2:15][CH2:16][N:11]([C:1]2[C:10]3[C:5](=[CH:6][CH:7]=[CH:8][CH:9]=3)[CH:4]=[CH:3][CH:2]=2)[C:12](=[O:17])[CH2:13]1)=[O:31]. The catalyst class is: 4. (4) Reactant: [Cl:1][C:2]1[N:10]=[C:9]2[C:5]([N:6]=[CH:7][N:8]2[CH3:11])=[C:4](Cl)[N:3]=1.N[CH:14]([C:21]1[CH:26]=[CH:25][CH:24]=[CH:23][CH:22]=1)[C:15]1[CH:20]=[CH:19][CH:18]=[CH:17][CH:16]=1.[CH2:27]([N:29](CC)CC)C. Product: [Cl:1][C:2]1[N:10]=[C:9]2[C:5]([N:6]=[CH:7][N:8]2[CH3:11])=[C:4]([NH:29][CH2:27][CH:14]([C:21]2[CH:26]=[CH:25][CH:24]=[CH:23][CH:22]=2)[C:15]2[CH:20]=[CH:19][CH:18]=[CH:17][CH:16]=2)[N:3]=1. The catalyst class is: 114. (5) Reactant: C([SiH](CC)CC)C.[Br:8][C:9]1[CH:10]=[C:11]([CH:15]([C:17]2[S:18][C:19]([CH2:22]C)=[CH:20][CH:21]=2)O)[CH:12]=[CH:13][CH:14]=1.C(=O)([O-])[O-].[K+].[K+]. Product: [Br:8][C:9]1[CH:10]=[C:11]([CH:12]=[CH:13][CH:14]=1)[CH2:15][C:17]1[S:18][C:19]([CH3:22])=[CH:20][CH:21]=1. The catalyst class is: 10. (6) Reactant: [N+:1]([C:4]1[CH:5]=[C:6]2[C:11](=[CH:12][CH:13]=1)[CH2:10][NH:9][CH2:8][CH2:7]2)([O-:3])=[O:2].[C:14](O[C:14]([O:16][C:17]([CH3:20])([CH3:19])[CH3:18])=[O:15])([O:16][C:17]([CH3:20])([CH3:19])[CH3:18])=[O:15].O. Product: [N+:1]([C:4]1[CH:5]=[C:6]2[C:11](=[CH:12][CH:13]=1)[CH2:10][N:9]([C:14]([O:16][C:17]([CH3:20])([CH3:19])[CH3:18])=[O:15])[CH2:8][CH2:7]2)([O-:3])=[O:2]. The catalyst class is: 7. (7) Reactant: C[Si]([N-][Si](C)(C)C)(C)C.[Na+].[CH:11]1([SH:17])[CH2:16][CH2:15][CH2:14][CH2:13][CH2:12]1.Cl[C:19]1[N:23]([C:24]2[CH:29]=[CH:28][C:27]([C:30]([O:32][CH3:33])=[O:31])=[CH:26][CH:25]=2)[N:22]=[CH:21][C:20]=1[C:34]([O:36][C:37]([CH3:40])([CH3:39])[CH3:38])=[O:35]. Product: [CH:11]1([S:17][C:19]2[N:23]([C:24]3[CH:29]=[CH:28][C:27]([C:30]([O:32][CH3:33])=[O:31])=[CH:26][CH:25]=3)[N:22]=[CH:21][C:20]=2[C:34]([O:36][C:37]([CH3:40])([CH3:39])[CH3:38])=[O:35])[CH2:16][CH2:15][CH2:14][CH2:13][CH2:12]1. The catalyst class is: 3. (8) Reactant: [CH3:1][O:2][N-]C.[C:5]1([Mg]Br)[CH:10]=[CH:9][CH:8]=[CH:7][CH:6]=1.Cl.CCO[CH2:17][CH3:18]. Product: [CH:18]1([C:1]([C:5]2[CH:10]=[CH:9][CH:8]=[CH:7][CH:6]=2)=[O:2])[CH2:17][CH2:7][CH:6]=[CH:5][CH2:10][CH2:9]1. The catalyst class is: 1. (9) Reactant: C(O[C@H:9]1[C@@:13]([CH2:26]OC(C2C=CC=CC=2)(C2C=CC(OC)=CC=2)C2C=CC(OC)=CC=2)(COS(C2C=CC(C)=CC=2)(=O)=O)[O:12][C@@H:11]([N:51]2[CH:59]=[C:57]([CH3:58])[C:55](=[O:56])[NH:54][C:52]2=[O:53])[C@@H:10]1[O:60]S(C1C=CC(C)=CC=1)(=O)=O)C1C=CC=CC=1.[OH-].[Na+]. Product: [N:51]1([CH:11]2[CH:10]3[CH2:9][CH:13]([CH2:26][O:60]3)[O:12]2)[CH:59]=[C:57]([CH3:58])[C:55](=[O:56])[NH:54][C:52]1=[O:53]. The catalyst class is: 40.